Dataset: Full USPTO retrosynthesis dataset with 1.9M reactions from patents (1976-2016). Task: Predict the reactants needed to synthesize the given product. (1) Given the product [CH2:17]([O:24][N:25]=[C:2]([C:10]1[CH:11]=[N:12][CH:13]=[CH:14][CH:15]=1)[CH2:3][N:4]1[CH2:8][CH2:7][CH2:6][C:5]1=[O:9])[C:18]1[CH:23]=[CH:22][CH:21]=[CH:20][CH:19]=1, predict the reactants needed to synthesize it. The reactants are: O=[C:2]([C:10]1[CH:11]=[N:12][CH:13]=[CH:14][CH:15]=1)[CH2:3][N:4]1[CH2:8][CH2:7][CH2:6][C:5]1=[O:9].Cl.[CH2:17]([O:24][NH2:25])[C:18]1[CH:23]=[CH:22][CH:21]=[CH:20][CH:19]=1. (2) Given the product [CH2:1]([O:8][C:9]([NH:11][C:12]1[C:13]([C:25]([O:27][CH3:28])=[O:26])=[C:14]([C:18]2[CH:19]=[CH:20][C:21]([CH3:24])=[CH:22][CH:23]=2)[S:15][CH:16]=1)=[O:10])[C:2]1[CH:7]=[CH:6][CH:5]=[CH:4][CH:3]=1, predict the reactants needed to synthesize it. The reactants are: [CH2:1]([O:8][C:9]([NH:11][C:12]1[C:13]([C:25]([O:27][CH3:28])=[O:26])=[C:14]([C:18]2[CH:23]=[CH:22][C:21]([CH3:24])=[CH:20][CH:19]=2)[S:15][C:16]=1Br)=[O:10])[C:2]1[CH:7]=[CH:6][CH:5]=[CH:4][CH:3]=1. (3) Given the product [C:5]1([CH2:6][OH:8])([CH2:14][OH:13])[CH2:4][CH2:3][CH2:2][CH2:10][CH2:9]1, predict the reactants needed to synthesize it. The reactants are: C(O)(=O)[C:2]1[CH:10]=[CH:9][C:5]([C:6]([OH:8])=O)=[CH:4][CH:3]=1.[OH:13][C:14]1C=CC(C(C2C=CC(O)=CC=2)(C)C)=CC=1.C1OC1. (4) Given the product [Br:1][C:2]1[N:7]=[C:6]2[N:8]([C:11]3[CH:13]=[CH:18][CH:17]=[CH:16][C:15]=3[CH:14]=[O:19])[CH:9]=[CH:10][C:5]2=[CH:4][CH:3]=1, predict the reactants needed to synthesize it. The reactants are: [Br:1][C:2]1[N:7]=[C:6]2[N:8]([C:11]([C:13]3[CH:18]=[CH:17][CH:16]=[CH:15][CH:14]=3)=O)[CH:9]=[CH:10][C:5]2=[CH:4][CH:3]=1.[O:19]1CCOCC1.